From a dataset of Full USPTO retrosynthesis dataset with 1.9M reactions from patents (1976-2016). Predict the reactants needed to synthesize the given product. (1) Given the product [Br:1][C:2]1[CH:6]=[CH:5][S:4][C:3]=1[C:7]([O:9][CH3:10])=[O:8], predict the reactants needed to synthesize it. The reactants are: [Br:1][C:2]1[CH:6]=[CH:5][S:4][C:3]=1[C:7]([OH:9])=[O:8].[CH3:10]O. (2) Given the product [OH:24][CH:23]([C:25]1[S:26][CH:27]=[C:28]([C:30]([O:32][CH2:33][CH3:34])=[O:31])[N:29]=1)[CH2:21][C:20]([C:15]1[CH:16]=[CH:17][CH:18]=[CH:19][C:14]=1[OH:13])=[O:22], predict the reactants needed to synthesize it. The reactants are: C(NC(C)C)(C)C.C([Li])CCC.[OH:13][C:14]1[CH:19]=[CH:18][CH:17]=[CH:16][C:15]=1[C:20](=[O:22])[CH3:21].[CH:23]([C:25]1[S:26][CH:27]=[C:28]([C:30]([O:32][CH2:33][CH3:34])=[O:31])[N:29]=1)=[O:24]. (3) Given the product [N:49]([CH2:43][CH2:42][C:15]1[N:14]([CH:1]([C:2]2[CH:3]=[CH:4][CH:5]=[CH:6][CH:7]=2)[C:8]2[CH:9]=[CH:10][CH:11]=[CH:12][CH:13]=2)[C:22]2[C:17]([C:16]=1[CH2:24][CH2:25][S:26]([C:29]1[CH:34]=[CH:33][C:32]([CH2:35][CH2:36][C:37]([O:39][CH2:40][CH3:41])=[O:38])=[CH:31][CH:30]=1)(=[O:28])=[O:27])=[CH:18][C:19]([Cl:23])=[CH:20][CH:21]=2)=[N+:50]=[N-:51], predict the reactants needed to synthesize it. The reactants are: [CH:1]([N:14]1[C:22]2[C:17](=[CH:18][C:19]([Cl:23])=[CH:20][CH:21]=2)[C:16]([CH2:24][CH2:25][S:26]([C:29]2[CH:34]=[CH:33][C:32]([CH2:35][CH2:36][C:37]([O:39][CH2:40][CH3:41])=[O:38])=[CH:31][CH:30]=2)(=[O:28])=[O:27])=[C:15]1[CH2:42][CH2:43]OS(C)(=O)=O)([C:8]1[CH:13]=[CH:12][CH:11]=[CH:10][CH:9]=1)[C:2]1[CH:7]=[CH:6][CH:5]=[CH:4][CH:3]=1.[N-:49]=[N+:50]=[N-:51].[Na+].CN(C=O)C. (4) Given the product [I:25][CH2:36][C:31]1[CH:32]=[CH:33][CH:34]=[CH:35][C:30]=1[CH2:29][O:28][CH3:27], predict the reactants needed to synthesize it. The reactants are: N1C=CN=C1.C1(P(C2C=CC=CC=2)C2C=CC=CC=2)C=CC=CC=1.[I:25]I.[CH3:27][O:28][CH2:29][C:30]1[CH:35]=[CH:34][CH:33]=[CH:32][C:31]=1[CH2:36]O.